Dataset: Reaction yield outcomes from USPTO patents with 853,638 reactions. Task: Predict the reaction yield, written as a fraction of the theoretical maximum amount of product (1.0 means a 100% yield; for example, 0.34 means a 34% yield). (1) The reactants are [F:1][CH2:2][C:3]1([CH2:6][O:7][C@H:8]2[CH2:13][CH2:12][C@H:11]([N:14]3[C:19](=[O:20])[C:18]([CH2:21][C:22]4[CH:27]=[CH:26][C:25]([C:28]5[C:29]([C:34]#[N:35])=[CH:30][CH:31]=[CH:32][CH:33]=5)=[CH:24][CH:23]=4)=[C:17]([CH2:36][CH2:37][CH3:38])[N:16]4[N:39]=[CH:40][N:41]=[C:15]34)[CH2:10][CH2:9]2)[CH2:5][O:4]1.[FH:42].[K].CCCC[N+](CCCC)(CCCC)CCCC.F.F.[F-]. The catalyst is ClC1C=CC=CC=1. The product is [F:42][CH2:5][C:3]([CH2:2][F:1])([OH:4])[CH2:6][O:7][C@H:8]1[CH2:13][CH2:12][C@H:11]([N:14]2[C:19](=[O:20])[C:18]([CH2:21][C:22]3[CH:27]=[CH:26][C:25]([C:28]4[C:29]([C:34]#[N:35])=[CH:30][CH:31]=[CH:32][CH:33]=4)=[CH:24][CH:23]=3)=[C:17]([CH2:36][CH2:37][CH3:38])[N:16]3[N:39]=[CH:40][N:41]=[C:15]23)[CH2:10][CH2:9]1. The yield is 0.870. (2) The reactants are [Cl:1][C:2]1[CH:23]=[C:22]([Cl:24])[CH:21]=[CH:20][C:3]=1[CH2:4][N:5]1[C:9](/[CH:10]=[CH:11]/[C:12]([OH:14])=O)=[CH:8][C:7]([O:15][CH2:16][CH2:17][O:18][CH3:19])=[N:6]1.[CH2:25]([S:30]([NH2:33])(=[O:32])=[O:31])[CH2:26][CH2:27][CH2:28][CH3:29].N12CCCN=C1CCCCC2. The catalyst is CN(C)C=O. The product is [Cl:1][C:2]1[CH:23]=[C:22]([Cl:24])[CH:21]=[CH:20][C:3]=1[CH2:4][N:5]1[C:9](/[CH:10]=[CH:11]/[C:12]([NH:33][S:30]([CH2:25][CH2:26][CH2:27][CH2:28][CH3:29])(=[O:32])=[O:31])=[O:14])=[CH:8][C:7]([O:15][CH2:16][CH2:17][O:18][CH3:19])=[N:6]1. The yield is 0.0400. (3) The reactants are [CH3:1][O:2][C:3]([C:5]1[CH:14]=[C:13]([CH2:15][CH2:16][CH2:17][NH2:18])[C:12]2[C:7](=[C:8]([O:19][CH2:20][C:21]3[CH:26]=[CH:25][CH:24]=[CH:23][CH:22]=3)[CH:9]=[CH:10][CH:11]=2)[N:6]=1)=[O:4].C(Cl)(=O)C.[C:31](Cl)(=[O:38])[C:32]1[CH:37]=[CH:36][CH:35]=[CH:34][CH:33]=1. No catalyst specified. The product is [CH3:1][O:2][C:3]([C:5]1[CH:14]=[C:13]([CH2:15][CH2:16][CH:17]([NH2:18])[C:31](=[O:38])[C:32]2[CH:37]=[CH:36][CH:35]=[CH:34][CH:33]=2)[C:12]2[C:7](=[C:8]([O:19][CH2:20][C:21]3[CH:26]=[CH:25][CH:24]=[CH:23][CH:22]=3)[CH:9]=[CH:10][CH:11]=2)[N:6]=1)=[O:4]. The yield is 0.930. (4) The reactants are [Mg].Br[C:3]1[C:4]([CH3:11])=[CH:5][C:6]([CH3:10])=[C:7]([CH3:9])[CH:8]=1.Br[C:13]1[CH:18]=[CH:17][C:16]([O:19][CH3:20])=[CH:15][CH:14]=1.[O:21]=[P:22](Cl)(Cl)Cl. The catalyst is C1COCC1.BrCCBr. The product is [CH3:20][O:19][C:16]1[CH:17]=[CH:18][C:13]([P:22](=[O:21])([C:13]2[CH:18]=[CH:17][C:16]([O:19][CH3:20])=[CH:15][CH:14]=2)[C:3]2[CH:8]=[C:7]([CH3:9])[C:6]([CH3:10])=[CH:5][C:4]=2[CH3:11])=[CH:14][CH:15]=1. The yield is 0.790. (5) The reactants are [C:1]([O:7][CH2:8][CH2:9][CH2:10][C@@H:11]([O:18][Si:19]([C:22]([CH3:25])([CH3:24])[CH3:23])([CH3:21])[CH3:20])[CH2:12][CH:13]([CH3:17])[C:14](=[O:16])[CH3:15])(=[O:6])[C:2]([CH3:5])([CH3:4])[CH3:3].[F:26][C:27]([F:46])([F:45])[S:28](N(C1C=CC=CC=1)[S:28]([C:27]([F:46])([F:45])[F:26])(=[O:30])=[O:29])(=[O:30])=[O:29].C[Si]([N-][Si](C)(C)C)(C)C.[K+].C1(C)C=CC=CC=1. The catalyst is C1COCC1. The product is [C:1]([O:7][CH2:8][CH2:9][CH2:10][C@@H:11]([O:18][Si:19]([C:22]([CH3:24])([CH3:23])[CH3:25])([CH3:21])[CH3:20])[CH2:12][CH:13]([CH3:17])[C:14]([O:16][S:28]([C:27]([F:46])([F:45])[F:26])(=[O:30])=[O:29])=[CH2:15])(=[O:6])[C:2]([CH3:5])([CH3:4])[CH3:3]. The yield is 0.700. (6) The reactants are [OH:1][CH2:2][C@@H:3]([NH:5][C:6]1[N:7]=[CH:8][C:9]2[CH2:15][CH2:14][N:13](C(OC(C)(C)C)=O)[CH2:12][C:10]=2[N:11]=1)[CH3:4].CO.Cl.O1CCOCC1. The catalyst is C(Cl)Cl. The product is [N:11]1[C:10]2[CH2:12][NH:13][CH2:14][CH2:15][C:9]=2[CH:8]=[N:7][C:6]=1[NH:5][C@@H:3]([CH3:4])[CH2:2][OH:1]. The yield is 0.950. (7) The reactants are [F:1][C:2]1[CH:7]=[CH:6][CH:5]=[C:4]([F:8])[C:3]=1[N:9]1[C:14]2[N:15]=[C:16](S(C)=O)[N:17]=[C:18]([C:19]3[CH:20]=[C:21]([CH:28]=[CH:29][C:30]=3[CH3:31])[C:22]([NH:24][CH:25]([CH3:27])[CH3:26])=[O:23])[C:13]=2[CH2:12][NH:11][C:10]1=[O:35].[NH:36]1[CH2:42][CH2:41][CH2:40][CH2:39][CH2:38][CH2:37]1. The catalyst is C(Cl)Cl. The product is [F:1][C:2]1[CH:7]=[CH:6][CH:5]=[C:4]([F:8])[C:3]=1[N:9]1[C:14]2[N:15]=[C:16]([N:36]3[CH2:42][CH2:41][CH2:40][CH2:39][CH2:38][CH2:37]3)[N:17]=[C:18]([C:19]3[CH:20]=[C:21]([CH:28]=[CH:29][C:30]=3[CH3:31])[C:22]([NH:24][CH:25]([CH3:27])[CH3:26])=[O:23])[C:13]=2[CH2:12][NH:11][C:10]1=[O:35]. The yield is 0.730.